This data is from Reaction yield outcomes from USPTO patents with 853,638 reactions. The task is: Predict the reaction yield, written as a fraction of the theoretical maximum amount of product (1.0 means a 100% yield; for example, 0.34 means a 34% yield). (1) The reactants are [Cl:1][C:2]1[N:3]=[C:4]([C:9]([NH:11][CH:12]2[CH2:17][CH2:16][C:15]([C:18]3[CH:19]=[C:20]([CH:26]=[CH:27][CH:28]=3)[C:21]([O:23]CC)=[O:22])=[CH:14][CH2:13]2)=[O:10])[NH:5][C:6]=1[CH2:7][CH3:8].O.[OH-].[Li+]. No catalyst specified. The product is [Cl:1][C:2]1[N:3]=[C:4]([C:9]([NH:11][CH:12]2[CH2:17][CH2:16][C:15]([C:18]3[CH:19]=[C:20]([CH:26]=[CH:27][CH:28]=3)[C:21]([OH:23])=[O:22])=[CH:14][CH2:13]2)=[O:10])[NH:5][C:6]=1[CH2:7][CH3:8]. The yield is 0.200. (2) The reactants are [Cl:1][C:2]1[CH:7]=[CH:6][CH:5]=[CH:4][C:3]=1[C:8]1[CH:9]=[N:10][C:11]2[N:12]([N:21]=[CH:22][C:23]=2[C:24](=[O:34])[NH:25][C:26]2([C:32]#[N:33])[CH2:31][CH2:30][CH2:29][CH2:28][CH2:27]2)[C:13]=1[C:14]1[CH:19]=[CH:18][C:17]([Cl:20])=[CH:16][CH:15]=1.[N-:35]=[N+:36]=[N-:37].[Na+].Cl.C(N(CC)CC)C. The catalyst is C1(C)C=CC=CC=1.CN(C)C=O. The product is [Cl:1][C:2]1[CH:7]=[CH:6][CH:5]=[CH:4][C:3]=1[C:8]1[CH:9]=[N:10][C:11]2[N:12]([N:21]=[CH:22][C:23]=2[C:24](=[O:34])[NH:25][C:26]2([C:32]3[NH:37][N:36]=[N:35][N:33]=3)[CH2:31][CH2:30][CH2:29][CH2:28][CH2:27]2)[C:13]=1[C:14]1[CH:15]=[CH:16][C:17]([Cl:20])=[CH:18][CH:19]=1. The yield is 0.830. (3) The catalyst is ClCCl. The product is [I:11][C:12]1[C:16]([CH:17]=[O:18])=[CH:15][N:14]([CH:19]2[CH2:24][CH2:23][CH2:22][CH2:21][O:20]2)[N:13]=1. The reactants are C(Cl)(=O)C(Cl)=O.CS(C)=O.[I:11][C:12]1[C:16]([CH2:17][OH:18])=[CH:15][N:14]([CH:19]2[CH2:24][CH2:23][CH2:22][CH2:21][O:20]2)[N:13]=1.C(N(CC)CC)C. The yield is 0.900. (4) The reactants are Br[C:2]1[CH:3]=[C:4]([CH2:9][NH:10][C:11]([C@@H:13]2[CH2:17][C@@H:16]([F:18])[CH2:15][N:14]2[S:19]([C:22]2[CH:27]=[CH:26][C:25]([F:28])=[CH:24][CH:23]=2)(=[O:21])=[O:20])=[O:12])[CH:5]=[C:6]([F:8])[CH:7]=1.[F:29][C:30]([F:37])([F:36])[C:31]1[CH:32]=[N:33][NH:34][CH:35]=1.CNCCNC.C(=O)([O-])[O-].[K+].[K+]. The catalyst is O1CCOCC1. The product is [F:18][C@H:16]1[CH2:15][N:14]([S:19]([C:22]2[CH:27]=[CH:26][C:25]([F:28])=[CH:24][CH:23]=2)(=[O:21])=[O:20])[C@H:13]([C:11]([NH:10][CH2:9][C:4]2[CH:3]=[C:2]([N:33]3[CH:32]=[C:31]([C:30]([F:37])([F:36])[F:29])[CH:35]=[N:34]3)[CH:7]=[C:6]([F:8])[CH:5]=2)=[O:12])[CH2:17]1. The yield is 0.682. (5) The reactants are [NH2:1][C:2]1[CH:7]=[C:6](I)[C:5](I)=[CH:4][C:3]=1[NH2:10].[C:11]([Cu])#[N:12].C(N(CC(O)=O)CC(O)=O)[CH2:15][N:16](CC(O)=O)CC(O)=O. No catalyst specified. The product is [NH2:1][C:2]1[CH:7]=[C:6]([C:15]#[N:16])[C:5]([C:11]#[N:12])=[CH:4][C:3]=1[NH2:10]. The yield is 0.550. (6) The reactants are Br[C:2]1[N:10]=[CH:9][C:8]2[NH:7][C:6]3[N:11]=[CH:12][C:13]([C:15]4[CH:20]=[CH:19][C:18]([CH2:21][N:22]5[CH2:27][CH2:26][CH2:25][CH2:24][CH2:23]5)=[CH:17][CH:16]=4)=[CH:14][C:5]=3[C:4]=2[CH:3]=1.CC1(C)C(C)(C)OB([C:36]2[CH:37]=[N:38][O:39][CH:40]=2)O1. The catalyst is C([O-])(=O)C.[K+].C(#N)C.C(Cl)Cl.CO. The product is [O:39]1[CH:40]=[C:36]([C:2]2[N:10]=[CH:9][C:8]3[NH:7][C:6]4[N:11]=[CH:12][C:13]([C:15]5[CH:20]=[CH:19][C:18]([CH2:21][N:22]6[CH2:23][CH2:24][CH2:25][CH2:26][CH2:27]6)=[CH:17][CH:16]=5)=[CH:14][C:5]=4[C:4]=3[CH:3]=2)[CH:37]=[N:38]1. The yield is 0.100. (7) The reactants are [Li+].C[Si]([N-][Si](C)(C)C)(C)C.[Cl:11][C:12]1[CH:38]=[CH:37][C:15]([CH2:16][N:17]2[C:22](=[O:23])[CH:21]([C:24]3[CH:31]=[CH:30][C:27]([C:28]#[N:29])=[CH:26][C:25]=3[O:32][CH3:33])[N:20]3[CH:34]=[N:35][CH:36]=[C:19]3[CH2:18]2)=[CH:14][CH:13]=1.[CH2:39](I)[CH3:40].[NH4+].[Cl-].O. The catalyst is C1COCC1. The product is [Cl:11][C:12]1[CH:13]=[CH:14][C:15]([CH2:16][N:17]2[C:22](=[O:23])[C:21]([C:24]3[CH:31]=[CH:30][C:27]([C:28]#[N:29])=[CH:26][C:25]=3[O:32][CH3:33])([CH2:39][CH3:40])[N:20]3[CH:34]=[N:35][CH:36]=[C:19]3[CH2:18]2)=[CH:37][CH:38]=1. The yield is 0.740. (8) The catalyst is CC#N. The reactants are C1C(=O)N([I:8])C(=O)C1.[OH:9][C:10]1[N:15]=[CH:14][C:13]([CH2:16][C:17]([O:19][CH2:20][CH3:21])=[O:18])=[CH:12][CH:11]=1. The product is [OH:9][C:10]1[N:15]=[CH:14][C:13]([CH2:16][C:17]([O:19][CH2:20][CH3:21])=[O:18])=[CH:12][C:11]=1[I:8]. The yield is 0.824. (9) The reactants are [Cl-].O[NH3+:3].[C:4](=[O:7])([O-])[OH:5].[Na+].CS(C)=O.[CH2:13]([C:17]1[N:18]=[C:19]([CH3:51])[N:20]([CH2:39][C:40]2[S:44][C:43]([C:45]3[CH:50]=[CH:49][CH:48]=[CH:47][CH:46]=3)=[N:42][CH:41]=2)[C:21](=[O:38])[C:22]=1[CH2:23][C:24]1[CH:29]=[CH:28][C:27]([C:30]2[C:31]([C:36]#[N:37])=[CH:32][CH:33]=[CH:34][CH:35]=2)=[CH:26][CH:25]=1)[CH2:14][CH2:15][CH3:16]. The catalyst is C(OCC)(=O)C. The product is [CH2:13]([C:17]1[N:18]=[C:19]([CH3:51])[N:20]([CH2:39][C:40]2[S:44][C:43]([C:45]3[CH:50]=[CH:49][CH:48]=[CH:47][CH:46]=3)=[N:42][CH:41]=2)[C:21](=[O:38])[C:22]=1[CH2:23][C:24]1[CH:25]=[CH:26][C:27]([C:30]2[CH:35]=[CH:34][CH:33]=[CH:32][C:31]=2[C:36]2[NH:3][C:4](=[O:7])[O:5][N:37]=2)=[CH:28][CH:29]=1)[CH2:14][CH2:15][CH3:16]. The yield is 0.580. (10) The reactants are [CH2:1]([O:3][C:4](=[O:19])[CH2:5][O:6][C:7]1[CH:12]=[C:11]([CH3:13])[C:10]([O:14][CH3:15])=[CH:9][C:8]=1[CH:16]([CH3:18])[CH3:17])[CH3:2].[H-].[Na+].[CH:22]([O:24][CH2:25]C)=O.IC. The catalyst is COCCOC. The product is [CH2:1]([O:3][C:4](=[O:19])[C:5]([O:6][C:7]1[CH:12]=[C:11]([CH3:13])[C:10]([O:14][CH3:15])=[CH:9][C:8]=1[CH:16]([CH3:18])[CH3:17])=[CH:22][O:24][CH3:25])[CH3:2]. The yield is 0.230.